This data is from HIV replication inhibition screening data with 41,000+ compounds from the AIDS Antiviral Screen. The task is: Binary Classification. Given a drug SMILES string, predict its activity (active/inactive) in a high-throughput screening assay against a specified biological target. (1) The compound is FC(F)(F)c1ccc(C2=NS(c3ccccc3)=NC(c3ccc(C(F)(F)F)cc3)=NS(c3ccccc3)=N2)cc1. The result is 0 (inactive). (2) The drug is Cc1ccc(N2C(=O)N(c3ccc(C)cc3)C3(Sc4ccccc4N3C)C2=O)cc1. The result is 0 (inactive). (3) The compound is Fc1nc(-c2c3ccccc3c3sc4ccccc4n23)nc(N2CCOCCOCCOCCOCC2)n1. The result is 0 (inactive).